From a dataset of Reaction yield outcomes from USPTO patents with 853,638 reactions. Predict the reaction yield, written as a fraction of the theoretical maximum amount of product (1.0 means a 100% yield; for example, 0.34 means a 34% yield). (1) The reactants are [F:1][C:2]1[C:10]([N:11]2C(=O)C3=CC=CC=C3C2=O)=[CH:9][CH:8]=[C:7]2[C:3]=1[CH:4]=[C:5]([CH3:22])[NH:6]2.O.NN.C(NN)(=O)C1C(=CC=CC=1)C(NN)=O. The catalyst is CO. The product is [NH2:11][C:10]1[C:2]([F:1])=[C:3]2[C:7](=[CH:8][CH:9]=1)[NH:6][C:5]([CH3:22])=[CH:4]2. The yield is 0.760. (2) The reactants are [H-].[Li+].[Al+3].[H-].[H-].[H-].[Br:7][C:8]1[CH:17]=[CH:16][C:11]([C:12](OC)=[O:13])=[CH:10][C:9]=1[S:18](=[O:25])(=[O:24])[NH:19][C:20]([CH3:23])([CH3:22])[CH3:21].O.[OH-].[Na+]. The catalyst is O1CCCC1. The product is [Br:7][C:8]1[CH:17]=[CH:16][C:11]([CH2:12][OH:13])=[CH:10][C:9]=1[S:18]([NH:19][C:20]([CH3:23])([CH3:22])[CH3:21])(=[O:24])=[O:25]. The yield is 0.405. (3) The reactants are [OH:1][C:2]1[CH:10]=[C:9]([CH3:11])[CH:8]=[CH:7][C:3]=1[C:4](O)=[O:5].[C:12]([O-])([O-])=O.[K+].[K+].CI.CN([CH:23]=[O:24])C. No catalyst specified. The product is [CH3:12][O:1][C:2]1[CH:10]=[C:9]([CH3:11])[CH:8]=[CH:7][C:3]=1[C:4]([O:24][CH3:23])=[O:5]. The yield is 0.910. (4) The reactants are [OH:1][C:2]1[CH:8]=[C:7]([C:9]([O:11][CH3:12])=[O:10])[CH:6]=[CH:5][C:3]=1[NH2:4].[C:13]1([C:19]2[CH:24]=[CH:23][CH:22]=[CH:21][C:20]=2[N:25]=[C:26]=[O:27])[CH:18]=[CH:17][CH:16]=[CH:15][CH:14]=1. The product is [OH:1][C:2]1[CH:8]=[C:7]([C:9]([O:11][CH3:12])=[O:10])[CH:6]=[CH:5][C:3]=1[NH:4][C:26]([NH:25][C:20]1[CH:21]=[CH:22][CH:23]=[CH:24][C:19]=1[C:13]1[CH:18]=[CH:17][CH:16]=[CH:15][CH:14]=1)=[O:27]. The yield is 0.500. No catalyst specified. (5) The reactants are [CH3:1][C:2]1[C:16](=[O:17])[N:15]=[C:14]2[N:4]([C@@H:5]3[O:9][C@H:8]([CH2:10][OH:11])[C@@H:7]([OH:12])[C@@H:6]3[O:13]2)[CH:3]=1.[CH3:18][O:19][CH2:20][CH2:21][O:22]B([O:22][CH2:21][CH2:20][O:19][CH3:18])[O:22][CH2:21][CH2:20][O:19][CH3:18]. The catalyst is COCCO. The product is [CH3:18][O:19][CH2:20][CH2:21][O:22][C@@H:6]1[C@H:7]([OH:12])[C@@H:8]([CH2:10][OH:11])[O:9][C@H:5]1[N:4]1[CH:3]=[C:2]([CH3:1])[C:16](=[O:17])[NH:15][C:14]1=[O:13]. The yield is 0.630. (6) The yield is 0.540. The product is [CH3:1][N:2]1[C:6]([C:7]([NH:9][C:10]2[CH:11]=[C:12]([C:16]#[C:17][C:18]3[CH:23]=[N:22][CH:21]=[C:20]([CH:19]=3)[C:24]([N:26]=[S:27]([CH3:29])([C:30]3[CH:35]=[CH:34][CH:33]=[C:32]([CH2:36][C:37]([NH:41][CH2:42][CH2:43][N:44]4[CH2:49][CH2:48][O:47][CH2:46][CH2:45]4)=[O:38])[CH:31]=3)=[O:28])=[O:25])[CH:13]=[CH:14][CH:15]=2)=[O:8])=[CH:5][C:4]([CH3:40])=[N:3]1. The reactants are [CH3:1][N:2]1[C:6]([C:7]([NH:9][C:10]2[CH:11]=[C:12]([C:16]#[C:17][C:18]3[CH:19]=[C:20]([C:24]([N:26]=[S:27]([C:30]4[CH:31]=[C:32]([CH2:36][C:37](O)=[O:38])[CH:33]=[CH:34][CH:35]=4)([CH3:29])=[O:28])=[O:25])[CH:21]=[N:22][CH:23]=3)[CH:13]=[CH:14][CH:15]=2)=[O:8])=[CH:5][C:4]([CH3:40])=[N:3]1.[NH2:41][CH2:42][CH2:43][N:44]1[CH2:49][CH2:48][O:47][CH2:46][CH2:45]1. No catalyst specified. (7) The reactants are [OH:1][C:2]1([C:11]2[S:15][C:14]3[CH:16]=[CH:17][CH:18]=[CH:19][C:13]=3[C:12]=2[CH3:20])[CH2:7][CH2:6][N:5](CC=C)[CH2:4][CH2:3]1. The catalyst is C(O)C.C1C=CC(P(C2C=CC=CC=2)C2C=CC=CC=2)=CC=1.C1C=CC(P(C2C=CC=CC=2)C2C=CC=CC=2)=CC=1.C1C=CC(P(C2C=CC=CC=2)C2C=CC=CC=2)=CC=1.[Cl-].[Rh]. The product is [OH:1][C:2]1([C:11]2[S:15][C:14]3[CH:16]=[CH:17][CH:18]=[CH:19][C:13]=3[C:12]=2[CH3:20])[CH2:3][CH2:4][NH:5][CH2:6][CH2:7]1. The yield is 0.640.